Dataset: Full USPTO retrosynthesis dataset with 1.9M reactions from patents (1976-2016). Task: Predict the reactants needed to synthesize the given product. (1) Given the product [F:20][CH:19]([F:21])[CH2:8][N:4]1[C:5]2[C:6](=[C:7]3[C:12](=[CH:13][CH:14]=2)[N:11]=[C:10]([O:15][CH:16]([CH3:18])[CH3:17])[CH:9]=[C:8]3[C:19]([F:21])([F:22])[F:20])[O:23][CH2:24][C@H:3]1[CH2:1][CH3:2], predict the reactants needed to synthesize it. The reactants are: [CH2:1]([C@@H:3]1[CH2:24][O:23][C:6]2=[C:7]3[C:12](=[CH:13][CH:14]=[C:5]2[NH:4]1)[N:11]=[C:10]([O:15][CH:16]([CH3:18])[CH3:17])[CH:9]=[C:8]3[C:19]([F:22])([F:21])[F:20])[CH3:2].[BH4-].[Na+]. (2) Given the product [F:33][C:28]1[C:29]([F:32])=[CH:30][C:31]2[C:22]3[C:23]([C:35](=[O:37])[N:7]([C:1]4[CH:6]=[CH:5][CH:4]=[CH:3][CH:2]=4)[N:8]=3)=[C:24]([CH3:34])[NH:25][C:26]=2[CH:27]=1, predict the reactants needed to synthesize it. The reactants are: [C:1]1([N:7]2C(=O)C3=CNC4C=CC=CC=4C3=[N:8]2)[CH:6]=[CH:5][CH:4]=[CH:3][CH:2]=1.Cl[C:22]1[C:31]2[C:26](=[CH:27][C:28]([F:33])=[C:29]([F:32])[CH:30]=2)[N:25]=[C:24]([CH3:34])[C:23]=1[C:35]([O:37]CC)=O.C1(NN)C=CC=CC=1. (3) Given the product [CH3:15][O:16][C:17]1[CH:26]=[C:25]2[C:20]([N:21]=[CH:22][C:23]([O:27][CH2:28][CH2:29][N:30]3[CH2:31][CH2:32][CH:33]([NH:36][C:12]([C:9]4[CH:10]=[CH:11][C:5]5[S:4][CH2:3][C:2](=[O:1])[NH:7][C:6]=5[CH:8]=4)=[O:14])[CH2:34][CH2:35]3)=[N:24]2)=[CH:19][CH:18]=1, predict the reactants needed to synthesize it. The reactants are: [O:1]=[C:2]1[NH:7][C:6]2[CH:8]=[C:9]([C:12]([OH:14])=O)[CH:10]=[CH:11][C:5]=2[S:4][CH2:3]1.[CH3:15][O:16][C:17]1[CH:26]=[C:25]2[C:20]([N:21]=[CH:22][C:23]([O:27][CH2:28][CH2:29][N:30]3[CH2:35][CH2:34][CH:33]([NH2:36])[CH2:32][CH2:31]3)=[N:24]2)=[CH:19][CH:18]=1.ON1C2C=CC=CC=2N=N1.Cl.CN(C)CCCN=C=NCC.C(N(CC)C(C)C)(C)C. (4) Given the product [F:11][C:12]1[CH:19]=[CH:18][CH:17]=[CH:16][C:13]=1[CH2:14][NH:15][C:4](=[O:6])[C:3]1[CH:7]=[CH:8][CH:9]=[N:10][C:2]=1[NH2:1], predict the reactants needed to synthesize it. The reactants are: [NH2:1][C:2]1[N:10]=[CH:9][CH:8]=[CH:7][C:3]=1[C:4]([OH:6])=O.[F:11][C:12]1[CH:19]=[CH:18][CH:17]=[CH:16][C:13]=1[CH2:14][NH2:15].CN([P+](ON1N=NC2C=CC=CC1=2)(N(C)C)N(C)C)C.F[P-](F)(F)(F)(F)F.C(N(CC)CC)C.